From a dataset of Catalyst prediction with 721,799 reactions and 888 catalyst types from USPTO. Predict which catalyst facilitates the given reaction. (1) Reactant: [NH2:1][C:2]1[N:6]([C:7]2[CH:16]=[CH:15][C:10]3[N:11]=[C:12]([CH3:14])[NH:13][C:9]=3[CH:8]=2)[N:5]=[CH:4][C:3]=1[C:17]([C:19]1[N:20]([S:29]([C:32]2[CH:37]=[CH:36][C:35]([CH3:38])=[CH:34][CH:33]=2)(=[O:31])=[O:30])[C:21]2[C:26]([CH:27]=1)=[CH:25][CH:24]=[C:23](Br)[CH:22]=2)=[O:18].[I-:39].[Na+].CN[C@@H]1CCCC[C@H]1NC.N. Product: [NH2:1][C:2]1[N:6]([C:7]2[CH:16]=[CH:15][C:10]3[NH:11][C:12]([CH3:14])=[N:13][C:9]=3[CH:8]=2)[N:5]=[CH:4][C:3]=1[C:17]([C:19]1[N:20]([S:29]([C:32]2[CH:37]=[CH:36][C:35]([CH3:38])=[CH:34][CH:33]=2)(=[O:31])=[O:30])[C:21]2[C:26]([CH:27]=1)=[CH:25][CH:24]=[C:23]([I:39])[CH:22]=2)=[O:18]. The catalyst class is: 321. (2) Reactant: [Cl:1][C:2]1[CH:7]=[C:6]([Cl:8])[CH:5]=[CH:4][C:3]=1[C:9]1[N:10]([C:28]2[CH:33]=[CH:32][C:31]([OH:34])=[CH:30][CH:29]=2)[C:11]([CH3:27])=[C:12]([C:14]([NH:16][C:17]2[CH:22]=[CH:21][C:20]([C:23]([F:26])([F:25])[F:24])=[CH:19][N:18]=2)=[O:15])[N:13]=1.C(N(CC)CC)C.[CH3:42][CH:43]([CH3:50])[CH2:44][CH2:45][S:46](Cl)(=[O:48])=[O:47].O. Product: [CH3:42][CH:43]([CH3:50])[CH2:44][CH2:45][S:46]([O:34][C:31]1[CH:30]=[CH:29][C:28]([N:10]2[C:11]([CH3:27])=[C:12]([C:14]([NH:16][C:17]3[CH:22]=[CH:21][C:20]([C:23]([F:24])([F:25])[F:26])=[CH:19][N:18]=3)=[O:15])[N:13]=[C:9]2[C:3]2[CH:4]=[CH:5][C:6]([Cl:8])=[CH:7][C:2]=2[Cl:1])=[CH:33][CH:32]=1)(=[O:48])=[O:47]. The catalyst class is: 4. (3) Reactant: [Cl:1][C:2]1[CH:3]=[C:4]([C:8]2[CH:9]=[C:10]([CH2:16][C:17]3[CH:18]=[N:19][C:20]([OH:23])=[N:21][CH:22]=3)[CH:11]=[N:12][C:13]=2[O:14][CH3:15])[CH:5]=[CH:6][CH:7]=1.[F:24][C:25]([F:33])(S(F)(=O)=O)C(O)=O.C([O-])([O-])=O.[Na+].[Na+]. Product: [Cl:1][C:2]1[CH:3]=[C:4]([C:8]2[CH:9]=[C:10]([CH2:16][C:17]3[CH:22]=[N:21][C:20]([O:23][CH:25]([F:33])[F:24])=[N:19][CH:18]=3)[CH:11]=[N:12][C:13]=2[O:14][CH3:15])[CH:5]=[CH:6][CH:7]=1. The catalyst class is: 10. (4) Reactant: [CH3:1][O:2][C:3]1[CH:4]=[C:5]2[C:10](=[CH:11][CH:12]=1)[CH:9]=[C:8]([S:13]([N:16]1[CH2:21][CH2:20][CH2:19][CH2:18][CH:17]1[CH2:22][O:23][CH2:24][C:25]([OH:27])=O)(=[O:15])=[O:14])[CH:7]=[CH:6]2.C(N(C(C)C)CC)(C)C.ON1C2C=CC=CC=2N=N1.Cl.C(N=C=NCCCN(C)C)C.[CH3:59][N:60]1[CH2:65][CH2:64][CH:63]([N:66]2[CH2:71][CH2:70][NH:69][CH2:68][CH2:67]2)[CH2:62][CH2:61]1. Product: [CH3:1][O:2][C:3]1[CH:4]=[C:5]2[C:10](=[CH:11][CH:12]=1)[CH:9]=[C:8]([S:13]([N:16]1[CH2:21][CH2:20][CH2:19][CH2:18][CH:17]1[CH2:22][O:23][CH2:24][C:25]([N:69]1[CH2:68][CH2:67][N:66]([CH:63]3[CH2:64][CH2:65][N:60]([CH3:59])[CH2:61][CH2:62]3)[CH2:71][CH2:70]1)=[O:27])(=[O:14])=[O:15])[CH:7]=[CH:6]2. The catalyst class is: 4. (5) Reactant: [C:1]([CH2:3]P(=O)(OCC)OCC)#[N:2].[H-].[Na+].[F:14][C:15]([F:25])([F:24])[C:16]([C:18]1[CH:23]=[CH:22][CH:21]=[CH:20][CH:19]=1)=O. Product: [F:14][C:15]([F:24])([F:25])/[C:16](/[C:18]1[CH:23]=[CH:22][CH:21]=[CH:20][CH:19]=1)=[CH:3]\[C:1]#[N:2]. The catalyst class is: 1. (6) Reactant: [C:1]([O:5][C:6]([NH:8][CH2:9][C:10]1[N:11]([CH2:30][CH:31]([CH3:33])[CH3:32])[C:12](=[O:29])[C:13]2[C:18]([C:19]=1[C:20]1[CH:25]=[CH:24][CH:23]=[CH:22][CH:21]=1)=[CH:17][C:16]([C:26](O)=[O:27])=[CH:15][CH:14]=2)=[O:7])([CH3:4])([CH3:3])[CH3:2].CN1CCOCC1.ClC(OCC)=O.[BH4-].[Na+]. Product: [OH:27][CH2:26][C:16]1[CH:17]=[C:18]2[C:13](=[CH:14][CH:15]=1)[C:12](=[O:29])[N:11]([CH2:30][CH:31]([CH3:33])[CH3:32])[C:10]([CH2:9][NH:8][C:6](=[O:7])[O:5][C:1]([CH3:4])([CH3:2])[CH3:3])=[C:19]2[C:20]1[CH:21]=[CH:22][CH:23]=[CH:24][CH:25]=1. The catalyst class is: 670. (7) Reactant: [OH:1][C:2]1[CH:3]=[C:4]([CH:8]=[CH:9][C:10]=1[N+:11]([O-:13])=[O:12])[C:5](O)=[O:6].B(OC)(OC)OC.B(F)(F)F.CCOCC.CO. Product: [OH:6][CH2:5][C:4]1[CH:8]=[CH:9][C:10]([N+:11]([O-:13])=[O:12])=[C:2]([OH:1])[CH:3]=1. The catalyst class is: 26. (8) Reactant: [CH3:1][S:2]([NH:5][C:6]1[CH:10]=[CH:9][S:8][C:7]=1[C:11]([O:13]C)=[O:12])(=[O:4])=[O:3].[OH-].[Na+].Cl. Product: [CH3:1][S:2]([NH:5][C:6]1[CH:10]=[CH:9][S:8][C:7]=1[C:11]([OH:13])=[O:12])(=[O:3])=[O:4]. The catalyst class is: 1.